Dataset: HIV replication inhibition screening data with 41,000+ compounds from the AIDS Antiviral Screen. Task: Binary Classification. Given a drug SMILES string, predict its activity (active/inactive) in a high-throughput screening assay against a specified biological target. (1) The compound is CN(C)C=C1C(=O)c2ccccc2C1=O. The result is 0 (inactive). (2) The molecule is COc1ccc(C(=O)C=Cc2ccc3c(c2)OCO3)c(O)c1. The result is 0 (inactive). (3) The drug is CC1=NCCc2c1[nH]c1cc(O)ccc21.Cl. The result is 0 (inactive). (4) The result is 0 (inactive). The drug is NC(=O)C(=CNC(=S)Nc1ccccc1)C(N)=O. (5) The molecule is Cc1ccc(NC(=O)CCc2nnc3sc(=Cc4cccc([N+](=O)[O-])c4)c(=O)n23)cc1. The result is 0 (inactive). (6) The compound is Cc1c(C(=O)Nc2ccc(Cl)c(C(F)(F)F)c2)oc2cc(O)ccc2c1=NNC(N)=S. The result is 0 (inactive). (7) The molecule is COc1ccc(CN2CCCN(Cc3ccc(OC)cc3OC)C2c2cc(Cl)cc(Cl)c2O)c(OC)c1. The result is 0 (inactive). (8) The molecule is COC(=O)C(=O)C(CC(=O)Nc1c(C)cccc1C)C(=O)OC. The result is 0 (inactive).